This data is from Full USPTO retrosynthesis dataset with 1.9M reactions from patents (1976-2016). The task is: Predict the reactants needed to synthesize the given product. (1) Given the product [C:29]([C:26]([C:22]1[CH:21]=[C:20]([CH:25]=[CH:24][CH:23]=1)[C:19]([NH:18][C:14]1[CH:15]=[CH:16][CH:17]=[C:12]([O:11][C:9]2[CH:8]=[CH:7][C:5]3[N:6]=[C:2]([NH:1][C:42](=[O:43])[CH2:41][N:38]4[CH2:39][CH2:40][N:35]([CH3:34])[CH2:36][CH2:37]4)[S:3][C:4]=3[CH:10]=2)[CH:13]=1)=[O:31])([CH3:27])[CH3:28])#[N:30], predict the reactants needed to synthesize it. The reactants are: [NH2:1][C:2]1[S:3][C:4]2[CH:10]=[C:9]([O:11][C:12]3[CH:13]=[C:14]([NH:18][C:19](=[O:31])[C:20]4[CH:25]=[CH:24][CH:23]=[C:22]([C:26]([C:29]#[N:30])([CH3:28])[CH3:27])[CH:21]=4)[CH:15]=[CH:16][CH:17]=3)[CH:8]=[CH:7][C:5]=2[N:6]=1.Cl.Cl.[CH3:34][N:35]1[CH2:40][CH2:39][N:38]([CH2:41][C:42](O)=[O:43])[CH2:37][CH2:36]1.C(N(CC)CC)C.Cl.C(N=C=NCCCN(C)C)C. (2) The reactants are: [CH2:1]([O:8][C:9]1[C:10]([N+:16]([O-])=O)=[C:11]([OH:15])[CH:12]=[CH:13][CH:14]=1)[C:2]1[CH:7]=[CH:6][CH:5]=[CH:4][CH:3]=1. Given the product [NH2:16][C:10]1[C:9]([O:8][CH2:1][C:2]2[CH:3]=[CH:4][CH:5]=[CH:6][CH:7]=2)=[CH:14][CH:13]=[CH:12][C:11]=1[OH:15], predict the reactants needed to synthesize it. (3) Given the product [CH2:28]([O:30][C:31](=[O:45])[C:32]([O:35][C:36]1[CH:41]=[CH:40][C:39]([O:15][CH2:14][CH:13]([N:12]2[C:11]3[CH:22]=[C:23]([F:27])[C:24]([F:26])=[CH:25][C:10]=3[N:9]=[C:8]2[C:5]2[CH:6]=[CH:7][C:2]([Cl:1])=[CH:3][CH:4]=2)[CH:16]2[CH2:17][CH2:18][CH2:19][CH2:20][CH2:21]2)=[C:38]([CH3:43])[C:37]=1[CH3:44])([CH3:33])[CH3:34])[CH3:29], predict the reactants needed to synthesize it. The reactants are: [Cl:1][C:2]1[CH:7]=[CH:6][C:5]([C:8]2[N:12]([CH:13]([CH:16]3[CH2:21][CH2:20][CH2:19][CH2:18][CH2:17]3)[CH2:14][OH:15])[C:11]3[CH:22]=[C:23]([F:27])[C:24]([F:26])=[CH:25][C:10]=3[N:9]=2)=[CH:4][CH:3]=1.[CH2:28]([O:30][C:31](=[O:45])[C:32]([O:35][C:36]1[CH:41]=[CH:40][C:39](O)=[C:38]([CH3:43])[C:37]=1[CH3:44])([CH3:34])[CH3:33])[CH3:29].C(P(CCCC)CCCC)CCC.CN(C)C(N=NC(N(C)C)=O)=O. (4) The reactants are: Br[C:2]1[CH:3]=[C:4]([C:8]2[N:12]([C:13]3[CH:18]=[CH:17][CH:16]=[CH:15][CH:14]=3)[C:11]3[CH:19]=[CH:20][CH:21]=[CH:22][C:10]=3[N:9]=2)[CH:5]=[CH:6][CH:7]=1.[B:23]1([B:23]2[O:27][C:26]([CH3:29])([CH3:28])[C:25]([CH3:31])([CH3:30])[O:24]2)[O:27][C:26]([CH3:29])([CH3:28])[C:25]([CH3:31])([CH3:30])[O:24]1.C([O-])(=O)C.[K+]. Given the product [C:13]1([N:12]2[C:11]3[CH:19]=[CH:20][CH:21]=[CH:22][C:10]=3[N:9]=[C:8]2[C:4]2[CH:5]=[CH:6][CH:7]=[C:2]([B:23]3[O:27][C:26]([CH3:29])([CH3:28])[C:25]([CH3:31])([CH3:30])[O:24]3)[CH:3]=2)[CH:18]=[CH:17][CH:16]=[CH:15][CH:14]=1, predict the reactants needed to synthesize it. (5) The reactants are: [CH3:1][O:2][C:3]1[CH:12]=[CH:11][C:6]2[NH:7][C:8](=[O:10])[O:9][C:5]=2[CH:4]=1.[CH:13](=[O:16])[CH:14]=[CH2:15]. Given the product [CH3:1][O:2][C:3]1[CH:12]=[CH:11][C:6]2[N:7]([CH2:15][CH2:14][CH:13]=[O:16])[C:8](=[O:10])[O:9][C:5]=2[CH:4]=1, predict the reactants needed to synthesize it. (6) Given the product [CH:21]1([N:20]2[C:14]3[CH:15]=[C:16]([F:19])[CH:17]=[CH:18][C:13]=3[N:12]=[C:10]2[C:6]2[CH:5]=[C:4]([C:1](=[O:3])[CH3:2])[CH:9]=[N:8][CH:7]=2)[CH2:23][CH2:22]1, predict the reactants needed to synthesize it. The reactants are: [C:1]([C:4]1[CH:5]=[C:6]([C:10]([NH:12][C:13]2[CH:18]=[CH:17][C:16]([F:19])=[CH:15][C:14]=2[NH:20][CH:21]2[CH2:23][CH2:22]2)=O)[CH:7]=[N:8][CH:9]=1)(=[O:3])[CH3:2].